This data is from Catalyst prediction with 721,799 reactions and 888 catalyst types from USPTO. The task is: Predict which catalyst facilitates the given reaction. (1) Reactant: [NH2:1][C:2]1[CH:3]=[C:4]([CH:37]=[CH:38][N:39]=1)[C:5]([C:7]1[C:16]2[C:11](=[CH:12][CH:13]=[CH:14][CH:15]=2)[C:10]([NH:17][C:18]([NH:20][C:21]2[N:25]([C:26]3[CH:31]=[CH:30][C:29]([CH3:32])=[CH:28][CH:27]=3)[N:24]=[C:23]([C:33]([CH3:36])([CH3:35])[CH3:34])[CH:22]=2)=[O:19])=[CH:9][CH:8]=1)=[O:6].CCN(C(C)C)C(C)C.[CH3:49][O:50][CH2:51][CH2:52][O:53][CH2:54][C:55](Cl)=[O:56]. Product: [C:33]([C:23]1[CH:22]=[C:21]([NH:20][C:18](=[O:19])[NH:17][C:10]2[C:11]3[C:16](=[CH:15][CH:14]=[CH:13][CH:12]=3)[C:7]([C:5]([C:4]3[CH:37]=[CH:38][N:39]=[C:2]([NH:1][C:55](=[O:56])[CH2:54][O:53][CH2:52][CH2:51][O:50][CH3:49])[CH:3]=3)=[O:6])=[CH:8][CH:9]=2)[N:25]([C:26]2[CH:27]=[CH:28][C:29]([CH3:32])=[CH:30][CH:31]=2)[N:24]=1)([CH3:34])([CH3:35])[CH3:36]. The catalyst class is: 1. (2) Reactant: [N:1]1[CH:6]=[CH:5][C:4]([N:7]2[CH2:12][CH2:11][CH:10]([CH2:13][O:14][C:15]3[CH:24]=[C:23]4[C:18]([CH2:19][CH2:20][NH:21][CH2:22]4)=[CH:17][CH:16]=3)[CH2:9][CH2:8]2)=[CH:3][CH:2]=1.C(N(C(C)C)CC)(C)C.[ClH:34].[N:35]1([C:40](N)=[NH:41])C=CC=N1.C(OCC)C. Product: [ClH:34].[ClH:34].[N:1]1[CH:6]=[CH:5][C:4]([N:7]2[CH2:8][CH2:9][CH:10]([CH2:13][O:14][C:15]3[CH:24]=[C:23]4[C:18]([CH2:19][CH2:20][N:21]([C:40]([NH2:41])=[NH:35])[CH2:22]4)=[CH:17][CH:16]=3)[CH2:11][CH2:12]2)=[CH:3][CH:2]=1. The catalyst class is: 9. (3) Reactant: [CH3:1][O:2][C:3]([CH:5]1[CH2:10][CH2:9][N:8]([C:11]2[CH:16]=[C:15]([O:17][CH3:18])[CH:14]=[CH:13][C:12]=2[CH:19]=[O:20])[CH2:7][CH:6]1[CH3:21])=[O:4].I(O)(=O)(=O)=[O:23].Cl[C:28]([O-:30])=[O:29].[NH+]1C=CC=CC=1. Product: [CH3:18][O:17][C:15]1[CH:14]=[CH:13][C:12]([C:19]([OH:23])=[O:20])=[C:11]([N:8]2[CH2:9][CH2:10][C@@H:5]([C:3]([O:2][CH3:1])=[O:4])[C@H:6]([CH3:21])[CH2:7]2)[CH:16]=1.[CH3:18][O:17][C:15]1[CH:14]=[CH:13][C:12]([C:28]([OH:30])=[O:29])=[C:11]([N:8]2[CH2:9][CH2:10][CH:5]([C:3]([O:2][CH3:1])=[O:4])[CH:6]([CH3:21])[CH2:7]2)[CH:16]=1. The catalyst class is: 115.